This data is from Forward reaction prediction with 1.9M reactions from USPTO patents (1976-2016). The task is: Predict the product of the given reaction. Given the reactants C[O-].[Na+].CO[C:6]([C:8]1[CH:13]=[N:12][CH:11]=[CH:10][N:9]=1)=[O:7].[C:14]([O:17][CH3:18])(=[O:16])[CH3:15], predict the reaction product. The product is: [O:7]=[C:6]([C:8]1[CH:13]=[N:12][CH:11]=[CH:10][N:9]=1)[CH2:15][C:14]([O:17][CH3:18])=[O:16].